From a dataset of Reaction yield outcomes from USPTO patents with 853,638 reactions. Predict the reaction yield, written as a fraction of the theoretical maximum amount of product (1.0 means a 100% yield; for example, 0.34 means a 34% yield). (1) The reactants are [Cl:1][C:2]1[N:7]=[C:6]([N:8]([CH3:10])[CH3:9])[CH:5]=[C:4]([CH3:11])[N:3]=1.CCN(C(C)C)C(C)C.[NH2:21][C@@H:22]1[CH2:27][CH2:26][C@H:25]([NH:28][C:29](=[O:44])[C:30]2[CH:35]=[C:34]([C:36]([F:39])([F:38])[F:37])[CH:33]=[C:32]([C:40]([F:43])([F:42])[F:41])[CH:31]=2)[CH2:24][CH2:23]1.Cl. The catalyst is CC(O)(C)C.C(Cl)Cl. The product is [ClH:1].[CH3:9][N:8]([CH3:10])[C:6]1[CH:5]=[C:4]([CH3:11])[N:3]=[C:2]([NH:21][C@@H:22]2[CH2:23][CH2:24][C@H:25]([NH:28][C:29](=[O:44])[C:30]3[CH:35]=[C:34]([C:36]([F:38])([F:39])[F:37])[CH:33]=[C:32]([C:40]([F:41])([F:42])[F:43])[CH:31]=3)[CH2:26][CH2:27]2)[N:7]=1. The yield is 0.880. (2) The reactants are [CH2:1]1[CH:5]2[CH:4]3[CH:3]=[CH:2][CH:1]([CH:4]2[CH:3]=[CH:2]1)[CH2:5]3.[Cl:11][SiH:12]([Cl:14])[Cl:13].CCCCCCCCCCCCCCCC. No catalyst specified. The product is [CH:4]1([Si:12]([Cl:14])([Cl:13])[Cl:11])[CH2:5][CH2:1][CH:2]=[CH:3]1. The yield is 0.210.